The task is: Predict the product of the given reaction.. This data is from Forward reaction prediction with 1.9M reactions from USPTO patents (1976-2016). Given the reactants [Br:1][C:2]1[C:7]2[N:8]=[C:9]([C:11]3[C:12](=[O:28])[NH:13][CH:14]=[CH:15][C:16]=3[NH:17][CH2:18][C@H:19]([C:21]3[CH:26]=[CH:25][CH:24]=[C:23]([Cl:27])[CH:22]=3)[OH:20])[NH:10][C:6]=2[CH:5]=[C:4]([CH:29]=O)[CH:3]=1.[NH:31]1[CH2:36][CH2:35][O:34][CH2:33][CH2:32]1.[BH3-]C#N.[Na+], predict the reaction product. The product is: [Br:1][C:2]1[C:7]2[N:8]=[C:9]([C:11]3[C:12](=[O:28])[NH:13][CH:14]=[CH:15][C:16]=3[NH:17][CH2:18][C@H:19]([C:21]3[CH:26]=[CH:25][CH:24]=[C:23]([Cl:27])[CH:22]=3)[OH:20])[NH:10][C:6]=2[CH:5]=[C:4]([CH2:29][N:31]2[CH2:36][CH2:35][O:34][CH2:33][CH2:32]2)[CH:3]=1.